This data is from NCI-60 drug combinations with 297,098 pairs across 59 cell lines. The task is: Regression. Given two drug SMILES strings and cell line genomic features, predict the synergy score measuring deviation from expected non-interaction effect. (1) Drug 1: CC1OCC2C(O1)C(C(C(O2)OC3C4COC(=O)C4C(C5=CC6=C(C=C35)OCO6)C7=CC(=C(C(=C7)OC)O)OC)O)O. Drug 2: CC1=C(C=C(C=C1)C(=O)NC2=CC(=CC(=C2)C(F)(F)F)N3C=C(N=C3)C)NC4=NC=CC(=N4)C5=CN=CC=C5. Cell line: ACHN. Synergy scores: CSS=52.7, Synergy_ZIP=-2.61, Synergy_Bliss=-1.42, Synergy_Loewe=-7.69, Synergy_HSA=-2.09. (2) Drug 1: CCC1=CC2CC(C3=C(CN(C2)C1)C4=CC=CC=C4N3)(C5=C(C=C6C(=C5)C78CCN9C7C(C=CC9)(C(C(C8N6C)(C(=O)OC)O)OC(=O)C)CC)OC)C(=O)OC.C(C(C(=O)O)O)(C(=O)O)O. Drug 2: CCN(CC)CCCC(C)NC1=C2C=C(C=CC2=NC3=C1C=CC(=C3)Cl)OC. Cell line: SK-MEL-2. Synergy scores: CSS=64.0, Synergy_ZIP=3.88, Synergy_Bliss=3.93, Synergy_Loewe=-14.8, Synergy_HSA=5.50.